Dataset: Full USPTO retrosynthesis dataset with 1.9M reactions from patents (1976-2016). Task: Predict the reactants needed to synthesize the given product. (1) Given the product [OH:1][C:2]1[CH:3]=[C:4]([CH:8]=[CH:9][C:10]=1[I:11])[C:5]([O:7][CH3:16])=[O:6], predict the reactants needed to synthesize it. The reactants are: [OH:1][C:2]1[CH:3]=[C:4]([CH:8]=[CH:9][C:10]=1[I:11])[C:5]([OH:7])=[O:6].S(Cl)(Cl)=O.[CH3:16]O. (2) Given the product [C:2]([NH2:1])(=[O:21])[C:3]1[CH:8]=[CH:7][CH:6]=[CH:5][CH:4]=1, predict the reactants needed to synthesize it. The reactants are: [NH2:1][CH2:2][C:3]1(N(C)C)[CH2:8][CH2:7][C:6](F)(F)[CH2:5][CH2:4]1.C([O:21]C1(OC)C=CC(C(O)=O)=CC1OC)C1C=CC=CC=1.C(N(C(C)C)CC)(C)C.C[NH3+].F[P-](F)(F)(F)(F)F.N1(OC(N(C)C)=[N+](C)C)C2N=CC=CC=2N=N1.F[P-](F)(F)(F)(F)F. (3) Given the product [O:20]=[C:18]1[NH:17][C:16](=[O:21])/[C:15](=[CH:14]/[C:13]2[C:8]([N:2]3[CH2:7][CH2:6][N:5]([C:32](=[O:33])[CH2:31][CH2:30][NH:29][C:27](=[O:28])[O:26][C:22]([CH3:23])([CH3:24])[CH3:25])[CH2:4][CH2:3]3)=[N:9][CH:10]=[CH:11][CH:12]=2)/[S:19]1, predict the reactants needed to synthesize it. The reactants are: Cl.[N:2]1([C:8]2[C:13](/[CH:14]=[C:15]3/[C:16](=[O:21])[NH:17][C:18](=[O:20])[S:19]/3)=[CH:12][CH:11]=[CH:10][N:9]=2)[CH2:7][CH2:6][NH:5][CH2:4][CH2:3]1.[C:22]([O:26][C:27]([NH:29][CH2:30][CH2:31][C:32](O)=[O:33])=[O:28])([CH3:25])([CH3:24])[CH3:23].C(N(C(C)C)CC)(C)C.CN(C(ON1N=NC2C=CC=NC1=2)=[N+](C)C)C.F[P-](F)(F)(F)(F)F. (4) Given the product [CH2:18]([O:20][P:21]([CH2:15][C:14]([N:9]1[C@H:8]([CH2:1][C:2]2[CH:7]=[CH:6][CH:5]=[CH:4][CH:3]=2)[CH2:12][O:11][C:10]1=[O:13])=[O:17])(=[O:25])[O:22][CH2:23][CH3:24])[CH3:19], predict the reactants needed to synthesize it. The reactants are: [CH2:1]([C@@H:8]1[CH2:12][O:11][C:10](=[O:13])[N:9]1[C:14](=[O:17])[CH2:15]Br)[C:2]1[CH:7]=[CH:6][CH:5]=[CH:4][CH:3]=1.[CH2:18]([O:20][P:21]([O:25]CC)[O:22][CH2:23][CH3:24])[CH3:19].C(Br)C.